Dataset: Full USPTO retrosynthesis dataset with 1.9M reactions from patents (1976-2016). Task: Predict the reactants needed to synthesize the given product. (1) Given the product [NH2:26][C:20]1[C:19]2[N:27]=[C:16]([CH2:15][O:14][CH2:12][CH3:13])[N:17]([CH2:28][CH2:29][CH:30]3[CH2:35][CH2:34][N:33]([C:3]([N:2]([CH3:1])[C:6]4[CH:11]=[CH:10][CH:9]=[CH:8][CH:7]=4)=[O:4])[CH2:32][CH2:31]3)[C:18]=2[C:23]([CH3:24])=[C:22]([CH3:25])[N:21]=1, predict the reactants needed to synthesize it. The reactants are: [CH3:1][N:2]([C:6]1[CH:11]=[CH:10][CH:9]=[CH:8][CH:7]=1)[C:3](Cl)=[O:4].[CH2:12]([O:14][CH2:15][C:16]1[N:17]([CH2:28][CH2:29][CH:30]2[CH2:35][CH2:34][NH:33][CH2:32][CH2:31]2)[C:18]2[C:23]([CH3:24])=[C:22]([CH3:25])[N:21]=[C:20]([NH2:26])[C:19]=2[N:27]=1)[CH3:13]. (2) Given the product [CH:27]([O:30][C:31]([N:24]1[CH2:25][CH2:26][CH:22]([NH:21][C:20]2[N:19]=[CH:18][N:17]=[C:16]3[N:12]([C:3]4[CH:4]=[CH:5][C:6]([S:8]([CH3:11])(=[O:9])=[O:10])=[CH:7][C:2]=4[F:1])[N:13]=[CH:14][C:15]=23)[CH2:23]1)=[O:32])([CH3:29])[CH3:28], predict the reactants needed to synthesize it. The reactants are: [F:1][C:2]1[CH:7]=[C:6]([S:8]([CH3:11])(=[O:10])=[O:9])[CH:5]=[CH:4][C:3]=1[N:12]1[C:16]2=[N:17][CH:18]=[N:19][C:20]([NH:21][CH:22]3[CH2:26][CH2:25][NH:24][CH2:23]3)=[C:15]2[CH:14]=[N:13]1.[CH:27]([O:30][C:31](Cl)=[O:32])([CH3:29])[CH3:28].C(N(CC)CC)C. (3) Given the product [C:9]([O:12][CH2:13][C@@H:14]1[C@@H:19]([O:20][CH2:21][C:22]2[CH:27]=[CH:26][CH:25]=[CH:24][CH:23]=2)[C@H:18]([O:28][CH2:29][C:30]2[CH:31]=[CH:32][CH:33]=[CH:34][CH:35]=2)[C@@H:17]([O:36][CH2:37][C:38]2[CH:43]=[CH:42][CH:41]=[CH:40][CH:39]=2)[C@H:16]([C:44]2[CH:49]=[C:48]([CH2:50][C:51]3[CH:56]=[CH:55][C:54]([O:57][CH2:58][CH3:59])=[CH:53][CH:52]=3)[C:47]([Cl:60])=[CH:46][C:45]=2[O:61][CH2:62][CH:63]2[CH2:4][CH:64]2[CH2:65][OH:66])[O:15]1)(=[O:11])[CH3:10], predict the reactants needed to synthesize it. The reactants are: ICI.[CH2:4]([Zn]CC)C.[C:9]([O:12][CH2:13][C@@H:14]1[C@@H:19]([O:20][CH2:21][C:22]2[CH:27]=[CH:26][CH:25]=[CH:24][CH:23]=2)[C@H:18]([O:28][CH2:29][C:30]2[CH:35]=[CH:34][CH:33]=[CH:32][CH:31]=2)[C@@H:17]([O:36][CH2:37][C:38]2[CH:43]=[CH:42][CH:41]=[CH:40][CH:39]=2)[C@H:16]([C:44]2[CH:49]=[C:48]([CH2:50][C:51]3[CH:56]=[CH:55][C:54]([O:57][CH2:58][CH3:59])=[CH:53][CH:52]=3)[C:47]([Cl:60])=[CH:46][C:45]=2[O:61][CH2:62]/[CH:63]=[CH:64]\[CH2:65][OH:66])[O:15]1)(=[O:11])[CH3:10]. (4) Given the product [CH:23]1([C:21]([N:18]2[CH2:19][CH2:20][C@@H:16]([CH2:15][N:9]3[C:8]([C:5]4[CH:6]=[CH:7][C:2]([C:29]5[CH:30]=[C:31]([F:36])[C:32]([O:34][CH3:35])=[CH:33][C:28]=5[F:27])=[CH:3][C:4]=4[F:26])=[N:12][N:11]([CH3:13])[C:10]3=[O:14])[CH2:17]2)=[O:22])[CH2:25][CH2:24]1, predict the reactants needed to synthesize it. The reactants are: Br[C:2]1[CH:7]=[CH:6][C:5]([C:8]2[N:9]([CH2:15][C@@H:16]3[CH2:20][CH2:19][N:18]([C:21]([CH:23]4[CH2:25][CH2:24]4)=[O:22])[CH2:17]3)[C:10](=[O:14])[N:11]([CH3:13])[N:12]=2)=[C:4]([F:26])[CH:3]=1.[F:27][C:28]1[CH:33]=[C:32]([O:34][CH3:35])[C:31]([F:36])=[CH:30][C:29]=1B(O)O.C([O-])([O-])=O.[K+].[K+].O1CCOCC1. (5) Given the product [F:54][C:50]1[CH:49]=[C:48]([CH2:47][CH2:46][CH2:45][CH2:44][CH2:40][C:41]([OH:43])=[O:42])[CH:53]=[CH:52][CH:51]=1, predict the reactants needed to synthesize it. The reactants are: [Br-].C(CCCC[P+](C1C=CC=CC=1)(C1C=CC=CC=1)C1C=CC=CC=1)(O)=O.[Li].FC1C=C(C=CC=1)C=O.C([CH:40]([CH2:44][CH2:45][CH:46]=[CH:47][C:48]1[CH:53]=[CH:52][CH:51]=[C:50]([F:54])[CH:49]=1)[C:41]([OH:43])=[O:42])C.[H][H].